This data is from NCI-60 drug combinations with 297,098 pairs across 59 cell lines. The task is: Regression. Given two drug SMILES strings and cell line genomic features, predict the synergy score measuring deviation from expected non-interaction effect. (1) Drug 1: CC(C)NC(=O)C1=CC=C(C=C1)CNNC.Cl. Drug 2: C1CN(P(=O)(OC1)NCCCl)CCCl. Cell line: HCC-2998. Synergy scores: CSS=7.33, Synergy_ZIP=-5.73, Synergy_Bliss=-8.74, Synergy_Loewe=-2.60, Synergy_HSA=-4.89. (2) Drug 1: CCCCCOC(=O)NC1=NC(=O)N(C=C1F)C2C(C(C(O2)C)O)O. Drug 2: C1=CC=C(C=C1)NC(=O)CCCCCCC(=O)NO. Cell line: PC-3. Synergy scores: CSS=0.337, Synergy_ZIP=-2.55, Synergy_Bliss=-1.48, Synergy_Loewe=-18.8, Synergy_HSA=-5.15. (3) Drug 1: CN1C2=C(C=C(C=C2)N(CCCl)CCCl)N=C1CCCC(=O)O.Cl. Drug 2: CN(C(=O)NC(C=O)C(C(C(CO)O)O)O)N=O. Cell line: SF-295. Synergy scores: CSS=2.41, Synergy_ZIP=-1.84, Synergy_Bliss=-2.23, Synergy_Loewe=-0.0974, Synergy_HSA=-1.50.